This data is from Peptide-MHC class II binding affinity with 134,281 pairs from IEDB. The task is: Regression. Given a peptide amino acid sequence and an MHC pseudo amino acid sequence, predict their binding affinity value. This is MHC class II binding data. (1) The peptide sequence is FIKVRQYDQILIEICGKKAIGTV. The MHC is DRB5_0101 with pseudo-sequence DRB5_0101. The binding affinity (normalized) is 0.581. (2) The peptide sequence is VDKIDAAFKIAATAA. The MHC is HLA-DQA10401-DQB10402 with pseudo-sequence HLA-DQA10401-DQB10402. The binding affinity (normalized) is 0.374.